From a dataset of Forward reaction prediction with 1.9M reactions from USPTO patents (1976-2016). Predict the product of the given reaction. (1) Given the reactants [CH2:1]([O:3][P:4]([C:9]1[CH:10]=[C:11]([C:14]2[S:15][C:16](I)=[CH:17][C:18]=2[P:19]([O:24][CH2:25][CH3:26])([O:21][CH2:22][CH3:23])=[O:20])[S:12][CH:13]=1)([O:6][CH2:7][CH3:8])=[O:5])[CH3:2].C([Sn](CCCC)(CCCC)[C:33]1[S:37][C:36]([C:38]2[S:39][CH:40]=[CH:41][C:42]=2[P:43]([O:48][CH2:49][CH3:50])([O:45][CH2:46][CH3:47])=[O:44])=[CH:35][C:34]=1[P:51]([O:56][CH2:57][CH3:58])([O:53][CH2:54][CH3:55])=[O:52])CCC.[Cu]C#N.[F-].[K+], predict the reaction product. The product is: [CH2:22]([O:21][P:19]([C:18]1[CH:17]=[CH:16][S:15][C:14]=1[C:11]1[S:12][C:13]([C:40]2[S:39][C:38]([C:36]3[S:37][CH:33]=[C:34]([P:51]([O:56][CH2:57][CH3:58])([O:53][CH2:54][CH3:55])=[O:52])[CH:35]=3)=[C:42]([P:43]([O:45][CH2:46][CH3:47])([O:48][CH2:49][CH3:50])=[O:44])[CH:41]=2)=[C:9]([P:4]([O:6][CH2:7][CH3:8])([O:3][CH2:1][CH3:2])=[O:5])[CH:10]=1)([O:24][CH2:25][CH3:26])=[O:20])[CH3:23]. (2) The product is: [C:1]1([C:7]2[N:12]=[C:11]3[NH:13][CH:14]=[C:15]([CH:16]=[O:18])[C:10]3=[CH:9][CH:8]=2)[CH:2]=[CH:3][CH:4]=[CH:5][CH:6]=1. Given the reactants [C:1]1([C:7]2[N:12]=[C:11]3[NH:13][CH:14]=[CH:15][C:10]3=[CH:9][CH:8]=2)[CH:6]=[CH:5][CH:4]=[CH:3][CH:2]=1.[C:16](O)(=[O:18])C.C1N2CN3CN(C2)CN1C3.C(=O)([O-])O.[Na+], predict the reaction product. (3) Given the reactants Br[C:2]1[C:3]([O:8][CH:9]2[CH2:12][CH:11]([NH:13][C:14](=[O:20])[O:15][C:16]([CH3:19])([CH3:18])[CH3:17])[CH2:10]2)=[N:4][CH:5]=[CH:6][CH:7]=1.CC1(C)C(C)(C)CB([C:29]2[CH2:30][CH2:31][O:32][CH2:33][CH:34]=2)C1.[O-]P([O-])([O-])=O.[K+].[K+].[K+], predict the reaction product. The product is: [O:32]1[CH2:31][CH:30]=[C:29]([C:2]2[C:3]([O:8][CH:9]3[CH2:12][CH:11]([NH:13][C:14](=[O:20])[O:15][C:16]([CH3:19])([CH3:18])[CH3:17])[CH2:10]3)=[N:4][CH:5]=[CH:6][CH:7]=2)[CH2:34][CH2:33]1.